Dataset: Catalyst prediction with 721,799 reactions and 888 catalyst types from USPTO. Task: Predict which catalyst facilitates the given reaction. (1) Reactant: [S:1]1[CH:5]=[CH:4][N:3]=[C:2]1[C:6]([C@H:8]1[CH2:13][CH2:12][CH2:11][N:10]([C:14]([O:16][C:17]([CH3:20])([CH3:19])[CH3:18])=[O:15])[CH2:9]1)=[O:7].C([BH-](C(CC)C)C(CC)C)(CC)C.[Li+].C(O)(=O)C.[Cl-].[Na+]. Product: [OH:7][CH:6]([C:2]1[S:1][CH:5]=[CH:4][N:3]=1)[C@H:8]1[CH2:13][CH2:12][CH2:11][N:10]([C:14]([O:16][C:17]([CH3:20])([CH3:18])[CH3:19])=[O:15])[CH2:9]1. The catalyst class is: 355. (2) The catalyst class is: 24. Reactant: C[O:2][C:3](=[O:17])[C:4]1[CH:9]=[CH:8][C:7]([O:10][CH2:11][CH2:12][CH2:13][N:14]([CH3:16])[CH3:15])=[CH:6][CH:5]=1.O.[OH-].[Li+].C(O)(=O)C. Product: [CH3:16][N:14]([CH3:15])[CH2:13][CH2:12][CH2:11][O:10][C:7]1[CH:6]=[CH:5][C:4]([C:3]([OH:17])=[O:2])=[CH:9][CH:8]=1. (3) Reactant: S(Cl)([Cl:3])=O.[Cl:5][C:6]1[CH:14]=[CH:13][C:12]([N+:15]([O-:17])=[O:16])=[CH:11][C:7]=1[C:8](O)=[O:9]. Product: [Cl:5][C:6]1[CH:14]=[CH:13][C:12]([N+:15]([O-:17])=[O:16])=[CH:11][C:7]=1[C:8]([Cl:3])=[O:9]. The catalyst class is: 22. (4) Product: [C:10]([O:9][C:8](=[O:14])[N:7]([CH:15]([CH3:17])[CH3:16])[C:5]1[S:6][C:2]([B:27]2[O:31][C:30]([CH3:33])([CH3:32])[C:29]([CH3:35])([CH3:34])[O:28]2)=[CH:3][N:4]=1)([CH3:13])([CH3:12])[CH3:11]. Reactant: Br[C:2]1[S:6][C:5]([N:7]([CH:15]([CH3:17])[CH3:16])[C:8](=[O:14])[O:9][C:10]([CH3:13])([CH3:12])[CH3:11])=[N:4][CH:3]=1.C([Li])CCC.C(O[B:27]1[O:31][C:30]([CH3:33])([CH3:32])[C:29]([CH3:35])([CH3:34])[O:28]1)(C)C. The catalyst class is: 1. (5) Reactant: O.[NH2:2][NH2:3].[CH3:4][C:5]1[CH:10]=[CH:9][N:8]=[C:7](SC)[N:6]=1. Product: [CH3:4][C:5]1[CH:10]=[CH:9][N:8]=[C:7]([NH:2][NH2:3])[N:6]=1. The catalyst class is: 14. (6) Reactant: [C:1]([N:8]1C=CN=C1)([N:3]1[CH:7]=[CH:6]N=[CH:4]1)=[S:2].N1CC[CH:16]([C:19]([O:21][CH2:22][CH3:23])=[O:20])[CH2:15]C1. Product: [NH2:8][C:1]([N:3]1[CH2:4][CH2:15][CH:16]([C:19]([O:21][CH2:22][CH3:23])=[O:20])[CH2:6][CH2:7]1)=[S:2]. The catalyst class is: 7. (7) Reactant: [Br:1][C:2]1[C:7]([O:8]C)=[CH:6][CH:5]=[CH:4][C:3]=1[C:10]([CH3:34])([CH3:33])[CH2:11][C:12]([OH:32])([C:28]([F:31])([F:30])[F:29])[C:13]([NH:15][C:16]1[CH:17]=[CH:18][C:19]2[C:24](=[O:25])[O:23][N:22]=[C:21]([CH3:26])[C:20]=2[CH:27]=1)=[O:14]. Product: [Br:1][C:2]1[C:7]([OH:8])=[CH:6][CH:5]=[CH:4][C:3]=1[C:10]([CH3:34])([CH3:33])[CH2:11][C:12]([OH:32])([C:28]([F:29])([F:30])[F:31])[C:13]([NH:15][C:16]1[CH:17]=[CH:18][C:19]2[C:24](=[O:25])[O:23][N:22]=[C:21]([CH3:26])[C:20]=2[CH:27]=1)=[O:14]. The catalyst class is: 22. (8) Reactant: [NH2:1][C:2]1[CH:7]=[CH:6][CH:5]=[CH:4][C:3]=1[NH:8][C:9]([NH:11][C:12]1[CH:17]=[CH:16][C:15]([C:18]2[N:23]=[C:22]([N:24]3[CH2:29][CH2:28][O:27][CH2:26][CH2:25]3)[C:21]([S:30][CH3:31])=[CH:20][N:19]=2)=[CH:14][CH:13]=1)=S.C1(N=C=NC2CCCCC2)CCCCC1. Product: [CH3:31][S:30][C:21]1[C:22]([N:24]2[CH2:29][CH2:28][O:27][CH2:26][CH2:25]2)=[N:23][C:18]([C:15]2[CH:16]=[CH:17][C:12]([NH:11][C:9]3[NH:8][C:3]4[CH:4]=[CH:5][CH:6]=[CH:7][C:2]=4[N:1]=3)=[CH:13][CH:14]=2)=[N:19][CH:20]=1. The catalyst class is: 1. (9) Reactant: [CH3:1][O:2][C:3]1[CH:12]=[CH:11][CH:10]=[C:9]2[C:4]=1[CH2:5][CH2:6][NH:7][CH:8]2[C:13]1[CH:18]=[CH:17][C:16]([C:19]([F:22])([F:21])[F:20])=[CH:15][CH:14]=1.[C:23]([N:27]=[C:28]=[O:29])([CH3:26])([CH3:25])[CH3:24]. Product: [C:23]([NH:27][C:28]([N:7]1[CH2:6][CH2:5][C:4]2[C:9](=[CH:10][CH:11]=[CH:12][C:3]=2[O:2][CH3:1])[CH:8]1[C:13]1[CH:18]=[CH:17][C:16]([C:19]([F:22])([F:20])[F:21])=[CH:15][CH:14]=1)=[O:29])([CH3:26])([CH3:25])[CH3:24]. The catalyst class is: 2.